Predict the reaction yield, written as a fraction of the theoretical maximum amount of product (1.0 means a 100% yield; for example, 0.34 means a 34% yield). From a dataset of Reaction yield outcomes from USPTO patents with 853,638 reactions. (1) The reactants are [CH2:1]([S:3]([N:6]1[CH2:11][CH2:10][CH:9]([C:12]2[C:20]3[C:15](=[C:16]([C:29]([NH2:31])=[O:30])[CH:17]=[C:18]([C:21]4[CH:26]=[CH:25][CH:24]=[C:23]([CH:27]=O)[CH:22]=4)[CH:19]=3)[NH:14][CH:13]=2)[CH2:8][CH2:7]1)(=[O:5])=[O:4])[CH3:2].[CH2:32]([NH2:35])[CH2:33][CH3:34].[BH4-].[Na+]. The catalyst is ClCCl.CO.C(O)(=O)C. The product is [CH2:1]([S:3]([N:6]1[CH2:11][CH2:10][CH:9]([C:12]2[C:20]3[C:15](=[C:16]([C:29]([NH2:31])=[O:30])[CH:17]=[C:18]([C:21]4[CH:26]=[CH:25][CH:24]=[C:23]([CH2:27][NH:35][CH2:32][CH2:33][CH3:34])[CH:22]=4)[CH:19]=3)[NH:14][CH:13]=2)[CH2:8][CH2:7]1)(=[O:5])=[O:4])[CH3:2]. The yield is 0.990. (2) The reactants are [Cl:1][C:2]1[C:3]([F:33])=[C:4]([CH:8]2[C:12]([C:15]3[CH:20]=[CH:19][C:18]([Cl:21])=[CH:17][C:16]=3[F:22])([C:13]#[N:14])[CH:11]([CH2:23][C:24]([CH3:29])([CH3:28])[CH2:25][CH2:26][OH:27])[NH:10][CH:9]2[C:30](O)=[O:31])[CH:5]=[CH:6][CH:7]=1.[CH3:34][C:35]1([CH3:43])[O:39][C@@H:38]([CH2:40][CH2:41][NH2:42])[CH2:37][O:36]1.CN(C(ON1N=NC2C=CC=NC1=2)=[N+](C)C)C.F[P-](F)(F)(F)(F)F.CCN(C(C)C)C(C)C. The catalyst is C(Cl)Cl. The product is [CH3:34][C:35]1([CH3:43])[O:39][C@@H:38]([CH2:40][CH2:41][NH:42][C:30]([CH:9]2[CH:8]([C:4]3[CH:5]=[CH:6][CH:7]=[C:2]([Cl:1])[C:3]=3[F:33])[C:12]([C:15]3[CH:20]=[CH:19][C:18]([Cl:21])=[CH:17][C:16]=3[F:22])([C:13]#[N:14])[CH:11]([CH2:23][C:24]([CH3:28])([CH3:29])[CH2:25][CH2:26][OH:27])[NH:10]2)=[O:31])[CH2:37][O:36]1. The yield is 0.770. (3) No catalyst specified. The reactants are [CH2:1]([NH:3][CH2:4][CH3:5])[CH3:2].C[Mg+].[Br-].[Cl:9][C:10]1[C:11]([CH2:18][S:19][C:20]2[N:25]=C(O)C=C(C)[N:21]=2)=[C:12]([CH:15]=[CH:16][CH:17]=1)[C:13]#[N:14].[CH2:28]1[CH2:32][O:31][CH2:30][CH2:29]1. The product is [Cl:9][C:10]1[C:11]([CH2:18][S:19][C:20]2[N:21]=[C:30]([OH:31])[CH:29]=[C:28]([CH3:32])[N:25]=2)=[C:12]([C:13](=[NH:14])[N:3]([CH2:4][CH3:5])[CH2:1][CH3:2])[CH:15]=[CH:16][CH:17]=1. The yield is 0.680.